This data is from Forward reaction prediction with 1.9M reactions from USPTO patents (1976-2016). The task is: Predict the product of the given reaction. The product is: [F:1][C:2]1[C:3]([C:21]2[CH:29]=[CH:28][C:24]([C:25]([Cl:32])=[O:26])=[CH:23][CH:22]=2)=[C:4]2[C:14]3[C:9](=[CH:10][N:11]=[C:12]([C:15]4[CH:16]=[N:17][N:18]([CH3:20])[CH:19]=4)[CH:13]=3)[NH:8][C:5]2=[N:6][CH:7]=1. Given the reactants [F:1][C:2]1[C:3]([C:21]2[CH:29]=[CH:28][C:24]([C:25](O)=[O:26])=[CH:23][CH:22]=2)=[C:4]2[C:14]3[C:9](=[CH:10][N:11]=[C:12]([C:15]4[CH:16]=[N:17][N:18]([CH3:20])[CH:19]=4)[CH:13]=3)[NH:8][C:5]2=[N:6][CH:7]=1.S(Cl)([Cl:32])=O, predict the reaction product.